This data is from Full USPTO retrosynthesis dataset with 1.9M reactions from patents (1976-2016). The task is: Predict the reactants needed to synthesize the given product. (1) Given the product [C:31]([NH:35][C:15]1[CH:14]=[C:13]([C:11]2[C:10]([C:20]3[CH:25]=[CH:24][CH:23]=[C:22]([N+:26]([O-:28])=[O:27])[CH:21]=3)=[N:9][N:8]([CH2:7][C:6]3[CH:29]=[CH:30][C:3]([O:2][CH3:1])=[CH:4][CH:5]=3)[CH:12]=2)[CH:18]=[CH:17][N:16]=1)([CH3:34])([CH3:33])[CH3:32], predict the reactants needed to synthesize it. The reactants are: [CH3:1][O:2][C:3]1[CH:30]=[CH:29][C:6]([CH2:7][N:8]2[CH:12]=[C:11]([C:13]3[CH:18]=[CH:17][N+:16]([O-])=[CH:15][CH:14]=3)[C:10]([C:20]3[CH:25]=[CH:24][CH:23]=[C:22]([N+:26]([O-:28])=[O:27])[CH:21]=3)=[N:9]2)=[CH:5][CH:4]=1.[C:31]([NH2:35])([CH3:34])([CH3:33])[CH3:32].C1(C)C=CC(S(OS(C2C=CC(C)=CC=2)(=O)=O)(=O)=O)=CC=1. (2) Given the product [C:19]1([C:2]2[CH:1]=[CH:54][CH:53]=[CH:52][C:3]=2[OH:4])[CH:50]=[CH:49][CH:48]=[CH:21][CH:20]=1, predict the reactants needed to synthesize it. The reactants are: [CH3:1][CH:2](SCCSP(OC)(OC)=O)[C:3](NC)=[O:4].CO[C:19]1[C:50](=O)[CH:49]=[CH:48]/[C:21](=C\NC2N(C3C(Cl)=CC(C(F)(F)F)=CC=3Cl)N=C(C#N)C=2SC(F)(F)F)/[CH:20]=1.[CH3:52][C:53]#[C:54]COC(C1C=CC(OC)=C(OC)C=1)C.CC1C=CC(OC(NC)=O)=CC=1C.CC1(C)C(C(OC(C2C=CC=C(OC3C=CC=CC=3)C=2)C#N)=O)C1C=C(Cl)Cl.CCCSP(SCC1ON=C(C)C=1)(OCC)=O.CC(C(C(OC(C1C=CC=C(OC2C=CC(Br)=CC=2)C=1)C#N)=O)C1C=CC(OC(F)F)=CC=1)C.ClC1C=C(C2(C#N)CC3N(CC(F)(F)F)C(CC3)C2)C=NC=1. (3) Given the product [NH2:51][C:52]1[C:53]([C:66]([NH:68][C:69]2[CH:70]=[N:71][CH:72]=[CH:73][C:74]=2[N:75]2[CH2:80][CH2:79][C@@H:78]([OH:81])[C@H:77]([NH2:89])[CH2:76]2)=[O:67])=[N:54][C:55]([C:58]2[C:63]([F:64])=[CH:62][CH:61]=[CH:60][C:59]=2[F:65])=[CH:56][CH:57]=1, predict the reactants needed to synthesize it. The reactants are: NC1C(C(NC2C=NC=CC=2N2CC[C@@H](O[Si](C(C)(C)C)(C)C)[C@H](NC(=O)OC(C)(C)C)C2)=O)=NC(Br)=CC=1.FC1C=CC=C(F)C=1B(O)O.[NH2:51][C:52]1[C:53]([C:66]([NH:68][C:69]2[CH:70]=[N:71][CH:72]=[CH:73][C:74]=2[N:75]2[CH2:80][CH2:79][C@@H:78]([O:81][Si](C(C)(C)C)(C)C)[C@H:77]([NH:89]C(=O)OC(C)(C)C)[CH2:76]2)=[O:67])=[N:54][C:55]([C:58]2[C:63]([F:64])=[CH:62][CH:61]=[CH:60][C:59]=2[F:65])=[CH:56][CH:57]=1.Cl. (4) Given the product [Br:46][CH2:2][C:3]1[N:4]=[CH:5][N:6]([C:8]([C:21]2[CH:26]=[CH:25][CH:24]=[CH:23][CH:22]=2)([C:15]2[CH:20]=[CH:19][CH:18]=[CH:17][CH:16]=2)[C:9]2[CH:14]=[CH:13][CH:12]=[CH:11][CH:10]=2)[CH:7]=1, predict the reactants needed to synthesize it. The reactants are: O[CH2:2][C:3]1[N:4]=[CH:5][N:6]([C:8]([C:21]2[CH:26]=[CH:25][CH:24]=[CH:23][CH:22]=2)([C:15]2[CH:20]=[CH:19][CH:18]=[CH:17][CH:16]=2)[C:9]2[CH:14]=[CH:13][CH:12]=[CH:11][CH:10]=2)[CH:7]=1.C1(P(C2C=CC=CC=2)C2C=CC=CC=2)C=CC=CC=1.[Br:46]N1C(=O)CCC1=O.C(=O)(O)[O-].[Na+]. (5) Given the product [CH3:16][C:15]([CH3:18])([S:13]([NH:12][C:9]([CH3:11])([CH3:10])[C:7](=[N:20][OH:21])[NH2:8])=[O:14])[CH3:17], predict the reactants needed to synthesize it. The reactants are: C(=O)([O-])[O-].[K+].[K+].[C:7]([C:9]([NH:12][S:13]([C:15]([CH3:18])([CH3:17])[CH3:16])=[O:14])([CH3:11])[CH3:10])#[N:8].Cl.[NH2:20][OH:21]. (6) Given the product [F:31][C:29]1[CH:30]=[C:25]([C@@H:16]2[CH:15]=[CH:14][CH2:23][C@@H:22]3[N:17]2[C:18](=[O:24])[CH2:19][CH2:20][CH2:21]3)[CH:26]=[C:27]([F:33])[C:28]=1[F:32], predict the reactants needed to synthesize it. The reactants are: CS(Cl)(=O)=O.C(N(CC)CC)C.O[C@H:14]1[CH2:23][C@@H:22]2[N:17]([C:18](=[O:24])[CH2:19][CH2:20][CH2:21]2)[C@H:16]([C:25]2[CH:30]=[C:29]([F:31])[C:28]([F:32])=[C:27]([F:33])[CH:26]=2)[CH2:15]1. (7) Given the product [CH2:1]([O:3][C:4]([C:6]1[C:14]2[C:9](=[CH:10][C:11]([Br:22])=[C:12]([CH2:15][C:16]([O:18][CH2:19][CH3:20])=[O:17])[CH:13]=2)[NH:8][C:7]=1[CH3:21])=[O:5])[CH3:2], predict the reactants needed to synthesize it. The reactants are: [CH2:1]([O:3][C:4]([C:6]1[C:14]2[C:9](=[CH:10][CH:11]=[C:12]([CH2:15][C:16]([O:18][CH2:19][CH3:20])=[O:17])[CH:13]=2)[NH:8][C:7]=1[CH3:21])=[O:5])[CH3:2].[Br:22]Br. (8) Given the product [Br:1][C:2]1[CH:3]=[C:4]([CH3:14])[C:5]([O:12][CH3:13])=[C:6]([CH:11]=1)[C:7]([OH:9])=[O:8], predict the reactants needed to synthesize it. The reactants are: [Br:1][C:2]1[CH:3]=[C:4]([CH3:14])[C:5]([O:12][CH3:13])=[C:6]([CH:11]=1)[C:7]([O:9]C)=[O:8].[OH-].[Na+].O.Cl. (9) Given the product [C:19]([O:23][C:24](=[O:51])[NH:25][C@H:26]1[CH2:49][CH2:50][C:29]2[N:28]([C:32]3[N:33]=[CH:34][N:35]=[C:36]([NH2:37])[C:31]=3[C:30]=2[C:38]2[CH:39]=[N:40][C:41]3[C:46]([CH:47]=2)=[CH:45][CH:44]=[CH:43][CH:42]=3)[CH2:27]1)([CH3:22])([CH3:21])[CH3:20], predict the reactants needed to synthesize it. The reactants are: B1(B2C3CCCC2CCC3)C2CCCC1CCC2.[C:19]([O:23][C:24](=[O:51])[NH:25][C@@H:26]([CH:49]=[CH2:50])[CH2:27][N:28]1[C:32]2[N:33]=[CH:34][N:35]=[C:36]([NH2:37])[C:31]=2[C:30]([C:38]2[CH:39]=[N:40][C:41]3[C:46]([CH:47]=2)=[CH:45][CH:44]=[CH:43][CH:42]=3)=[C:29]1Br)([CH3:22])([CH3:21])[CH3:20].[OH-].[Na+].